Predict the reaction yield, written as a fraction of the theoretical maximum amount of product (1.0 means a 100% yield; for example, 0.34 means a 34% yield). From a dataset of Reaction yield outcomes from USPTO patents with 853,638 reactions. (1) The reactants are S(=O)(=O)(O)O.[CH3:6][N:7]1[C:12](=[O:13])[C:11]2[CH:14]=[CH:15][S:16][C:10]=2[N:9]=[N:8]1.[N+:17]([O-])([OH:19])=[O:18]. No catalyst specified. The product is [CH3:6][N:7]1[C:12](=[O:13])[C:11]2[CH:14]=[C:15]([N+:17]([O-:19])=[O:18])[S:16][C:10]=2[N:9]=[N:8]1. The yield is 0.510. (2) The reactants are Br[C:2]1[C:7]([C:8]([F:11])([F:10])[F:9])=[CH:6][C:5]([NH:12][C:13]2[N:17]=[C:16]([NH2:18])[NH:15][N:14]=2)=[CH:4][C:3]=1[Cl:19].CN1[C:22]([CH3:46])([CH3:45])[CH2:23]C(SC2C=CC(B3O[C:23](C)(C)[C:22]([CH3:46])([CH3:45])O3)=CC=2)[CH2:23][C:22]1([CH3:46])[CH3:45].C([C:51]1[C:56](B(O)O)=[CH:55][CH:54]=[CH:53][C:52]=1[S:60]([NH2:63])(=[O:62])=[O:61])(C)(C)C.C([O-])([O-])=O.[K+].[K+]. The catalyst is COCCOC.O1CCOCC1.CO.C1C=CC([P]([Pd]([P](C2C=CC=CC=2)(C2C=CC=CC=2)C2C=CC=CC=2)([P](C2C=CC=CC=2)(C2C=CC=CC=2)C2C=CC=CC=2)[P](C2C=CC=CC=2)(C2C=CC=CC=2)C2C=CC=CC=2)(C2C=CC=CC=2)C2C=CC=CC=2)=CC=1. The product is [NH2:18][C:16]1[NH:15][N:14]=[C:13]([NH:12][C:5]2[CH:6]=[C:7]([C:8]([F:11])([F:10])[F:9])[C:2]([C:54]3[CH:55]=[CH:56][CH:51]=[C:52]([S:60]([NH:63][C:22]([CH3:46])([CH3:45])[CH3:23])(=[O:61])=[O:62])[CH:53]=3)=[C:3]([Cl:19])[CH:4]=2)[N:17]=1. The yield is 0.160. (3) The reactants are [Cl:1][C:2]1[CH:3]=[CH:4][C:5]([CH:23]=[O:24])=[C:6]2[C:10]=1[N:9]=[C:8]1[N:11]([C:15]3[CH:20]=[CH:19][C:18]([Cl:21])=[CH:17][C:16]=3[Cl:22])[CH2:12][CH2:13][CH2:14][N:7]21.[CH:25]([Mg]Cl)([CH3:27])[CH3:26]. The catalyst is O1CCCC1. The product is [Cl:1][C:2]1[C:10]2[N:9]=[C:8]3[N:11]([C:15]4[CH:20]=[CH:19][C:18]([Cl:21])=[CH:17][C:16]=4[Cl:22])[CH2:12][CH2:13][CH2:14][N:7]3[C:6]=2[C:5]([CH:23]([OH:24])[CH:25]([CH3:27])[CH3:26])=[CH:4][CH:3]=1. The yield is 0.470.